This data is from Forward reaction prediction with 1.9M reactions from USPTO patents (1976-2016). The task is: Predict the product of the given reaction. (1) Given the reactants Cl[C:2]1[C:7]([C:8]2[CH:9]=[CH:10][C:11]3[N:12]([CH:14]=[C:15]([NH:17][C:18](=[O:20])[CH3:19])[N:16]=3)[CH:13]=2)=[CH:6][CH:5]=[CH:4][N:3]=1.Br[C:22]1[N:27]=[C:26]([CH3:28])[C:25]([F:29])=[CH:24][CH:23]=1, predict the reaction product. The product is: [F:29][C:25]1[CH:24]=[CH:23][C:22]([C:2]2[C:7]([C:8]3[CH:9]=[CH:10][C:11]4[N:12]([CH:14]=[C:15]([NH:17][C:18](=[O:20])[CH3:19])[N:16]=4)[CH:13]=3)=[CH:6][CH:5]=[CH:4][N:3]=2)=[N:27][C:26]=1[CH3:28]. (2) The product is: [CH3:2][O:3][C:4](=[O:16])[CH2:5][C:6]1[CH:11]=[CH:10][CH:9]=[C:8]([S:12]([NH2:1])(=[O:14])=[O:13])[CH:7]=1. Given the reactants [NH3:1].[CH3:2][O:3][C:4](=[O:16])[CH2:5][C:6]1[CH:11]=[CH:10][CH:9]=[C:8]([S:12](Cl)(=[O:14])=[O:13])[CH:7]=1.ClCCl, predict the reaction product. (3) Given the reactants [S:1]1[CH:5]=[CH:4][C:3]([CH2:6][C:7]2[O:11][N:10]=[C:9]([C:12]([O:14]CC)=[O:13])[CH:8]=2)=[CH:2]1.C(O)C.[OH-].[Na+], predict the reaction product. The product is: [S:1]1[CH:5]=[CH:4][C:3]([CH2:6][C:7]2[O:11][N:10]=[C:9]([C:12]([OH:14])=[O:13])[CH:8]=2)=[CH:2]1. (4) Given the reactants [F:1][C:2]1[CH:8]=[CH:7][C:6]([O:9][CH3:10])=[CH:5][C:3]=1[NH2:4].[O-:11][C:12]#[N:13].[K+], predict the reaction product. The product is: [F:1][C:2]1[CH:8]=[CH:7][C:6]([O:9][CH3:10])=[CH:5][C:3]=1[NH:4][C:12]([NH2:13])=[O:11]. (5) Given the reactants CS([C:4]1[N:5]=[CH:6][C:7]2[CH:13]=[CH:12][C:11](=[O:14])[NH:10][C:8]=2[N:9]=1)=O.CS(C1N=C[C:22]2[CH:28]=[CH:27][C:26](=O)[NH:25][C:23]=2N=1)(=O)=O.[C:30](OCC)(=O)C, predict the reaction product. The product is: [C:23]1([NH:25][C:4]2[N:5]=[CH:6][C:7]3[CH:13]=[CH:12][C:11](=[O:14])[NH:10][C:8]=3[N:9]=2)[CH:22]=[CH:28][CH:27]=[CH:26][CH:30]=1. (6) Given the reactants [C:1]([O:5][C:6](=[O:14])[NH:7][C:8]([CH3:13])([CH3:12])[CH2:9][CH:10]=O)([CH3:4])([CH3:3])[CH3:2].[NH2:15][CH:16]([C:19]1[N:24]([CH2:25][C:26]2[CH:31]=[CH:30][CH:29]=[CH:28][CH:27]=2)[C:23](=[O:32])[C:22]2=[CH:33][CH:34]=[CH:35][N:21]2[N:20]=1)[CH2:17][CH3:18].[BH-](OC(C)=O)(OC(C)=O)OC(C)=O.[Na+], predict the reaction product. The product is: [C:1]([O:5][C:6](=[O:14])[NH:7][C:8]([CH3:13])([CH3:12])[CH2:9][CH2:10][NH:15][CH:16]([C:19]1[N:24]([CH2:25][C:26]2[CH:27]=[CH:28][CH:29]=[CH:30][CH:31]=2)[C:23](=[O:32])[C:22]2=[CH:33][CH:34]=[CH:35][N:21]2[N:20]=1)[CH2:17][CH3:18])([CH3:4])([CH3:3])[CH3:2].